From a dataset of Forward reaction prediction with 1.9M reactions from USPTO patents (1976-2016). Predict the product of the given reaction. (1) Given the reactants [CH3:1][CH:2]([CH3:5])[CH2:3][NH2:4].C[Al](C)C.C1(C)C=CC=CC=1.[NH2:17][S:18]([C:21]1[CH:26]=[CH:25][C:24]([N:27]2[C:31]([CH2:32][CH:33]([CH3:35])[CH3:34])=[N:30][C:29]([C:36](OCC)=[O:37])=[N:28]2)=[C:23]([F:41])[CH:22]=1)(=[O:20])=[O:19], predict the reaction product. The product is: [NH2:17][S:18]([C:21]1[CH:26]=[CH:25][C:24]([N:27]2[C:31]([CH2:32][CH:33]([CH3:35])[CH3:34])=[N:30][C:29]([C:36]([NH:4][CH2:3][CH:2]([CH3:5])[CH3:1])=[O:37])=[N:28]2)=[C:23]([F:41])[CH:22]=1)(=[O:20])=[O:19]. (2) Given the reactants [CH3:1][C:2]1([CH3:14])[C:6]([CH3:8])([CH3:7])[O:5][B:4]([C:9]2[CH:10]=[N:11][NH:12][CH:13]=2)[O:3]1.C(=O)([O-])[O-].[K+].[K+].Cl[CH2:22][C:23]1[CH:28]=[CH:27][C:26]([O:29][CH3:30])=[CH:25][CH:24]=1, predict the reaction product. The product is: [CH3:30][O:29][C:26]1[CH:27]=[CH:28][C:23]([CH2:22][N:12]2[CH:13]=[C:9]([B:4]3[O:5][C:6]([CH3:7])([CH3:8])[C:2]([CH3:14])([CH3:1])[O:3]3)[CH:10]=[N:11]2)=[CH:24][CH:25]=1. (3) Given the reactants [F:1][C:2]1[CH:3]=[C:4]([CH:19]=[CH:20][C:21]=1[O:22][CH3:23])[CH2:5][CH:6]1[C:10]2=[N:11][C:12]3[CH:17]=[CH:16][CH:15]=[CH:14][C:13]=3[N:9]2[C:8](=[O:18])[NH:7]1.[CH:24]1([NH2:29])[CH2:28][CH2:27][CH2:26][CH2:25]1.C(O)(C(F)(F)F)=O, predict the reaction product. The product is: [NH:11]1[C:12]2[CH:17]=[CH:16][CH:15]=[CH:14][C:13]=2[N:9]=[C:10]1[CH:6]([NH:7][C:8]([NH:29][CH:24]1[CH2:28][CH2:27][CH2:26][CH2:25]1)=[O:18])[CH2:5][C:4]1[CH:19]=[CH:20][C:21]([O:22][CH3:23])=[C:2]([F:1])[CH:3]=1.